Dataset: Forward reaction prediction with 1.9M reactions from USPTO patents (1976-2016). Task: Predict the product of the given reaction. (1) The product is: [F:1][C:2]1[CH:24]=[CH:23][C:22]([F:25])=[CH:21][C:3]=1[CH2:4][C@H:5]1[CH2:10][C@@H:9]([C:11]2[O:15][NH:14][C:13](=[O:16])[CH:12]=2)[CH2:8][CH2:7][N:6]1[C:17]([O:19][CH3:20])=[O:18].[F:1][C:2]1[CH:24]=[CH:23][C:22]([F:25])=[CH:21][C:3]=1[CH2:4][C@@H:5]1[CH2:10][C@H:9]([C:11]2[O:15][NH:14][C:13](=[O:16])[CH:12]=2)[CH2:8][CH2:7][N:6]1[C:17]([O:19][CH3:20])=[O:18]. Given the reactants [F:1][C:2]1[CH:24]=[CH:23][C:22]([F:25])=[CH:21][C:3]=1[CH2:4][C@H:5]1[CH2:10][C@@H:9]([C:11]2[O:15][NH:14][C:13](=[O:16])[CH:12]=2)[CH2:8][CH2:7][N:6]1[C:17]([O:19][CH3:20])=[O:18].CCCCCCC.CCO, predict the reaction product. (2) Given the reactants [CH3:1][O:2][C:3]([CH:5]1[CH:11]2[CH:12]=[CH:13][CH:7]([CH:8]3[CH:10]2[CH2:9]3)[CH:6]1C(O)=O)=[O:4].C([N:19](CC)CC)C.Cl[C:25]([O:27][CH2:28][CH3:29])=[O:26].[N-]=[N+]=[N-].[Na+].[CH2:34](O)[C:35]1C=C[CH:38]=[CH:37][CH:36]=1, predict the reaction product. The product is: [CH2:28]([O:27][C:25]([NH:19][C@H:6]1[C@@H:7]2[CH:13]=[CH:12][C@@H:11]([C@@H:10]3[C@H:8]2[CH2:9]3)[C@H:5]1[C:3]([O:2][CH3:1])=[O:4])=[O:26])[C:29]1[CH:38]=[CH:37][CH:36]=[CH:35][CH:34]=1. (3) Given the reactants C(Cl)(=O)C(Cl)=O.[O:7]1[CH2:12][CH2:11][CH:10]([C:13]([OH:15])=O)[CH2:9][CH2:8]1.[C:16]1([CH2:22][O:23][C:24]2[CH:29]=[CH:28][C:27]([C:30]3[CH2:31][CH2:32][NH:33][CH2:34][CH:35]=3)=[CH:26][CH:25]=2)[CH:21]=[CH:20][CH:19]=[CH:18][CH:17]=1.C(N(CC)CC)C, predict the reaction product. The product is: [C:16]1([CH2:22][O:23][C:24]2[CH:29]=[CH:28][C:27]([C:30]3[CH2:35][CH2:34][N:33]([C:13]([CH:10]4[CH2:9][CH2:8][O:7][CH2:12][CH2:11]4)=[O:15])[CH2:32][CH:31]=3)=[CH:26][CH:25]=2)[CH:17]=[CH:18][CH:19]=[CH:20][CH:21]=1. (4) Given the reactants N#N.[NH:3]1[C:7]2[CH:8]=[CH:9][CH:10]=[CH:11][C:6]=2[N:5]=[C:4]1[CH:12]([NH2:23])[CH2:13][C:14]1[CH:19]=[CH:18][C:17]([O:20][CH3:21])=[CH:16][C:15]=1[CH3:22].[C:24](N1C=CN=C1)(N1C=CN=C1)=[O:25].O, predict the reaction product. The product is: [CH3:21][O:20][C:17]1[CH:18]=[CH:19][C:14]([CH2:13][CH:12]2[C:4]3=[N:5][C:6]4[CH:11]=[CH:10][CH:9]=[CH:8][C:7]=4[N:3]3[C:24](=[O:25])[NH:23]2)=[C:15]([CH3:22])[CH:16]=1. (5) Given the reactants [CH3:1][NH:2][C:3]1[CH:11]=[CH:10][C:6]([C:7](Cl)=[O:8])=[CH:5][C:4]=1[N+:12]([O-:14])=[O:13].[C:15]([O:19][C:20](=[O:23])[CH2:21][NH2:22])([CH3:18])([CH3:17])[CH3:16].C(N(CC)CC)C.C(=O)(O)[O-].[Na+], predict the reaction product. The product is: [C:15]([O:19][C:20](=[O:23])[CH2:21][NH:22][C:7](=[O:8])[C:6]1[CH:10]=[CH:11][C:3]([NH:2][CH3:1])=[C:4]([N+:12]([O-:14])=[O:13])[CH:5]=1)([CH3:18])([CH3:17])[CH3:16].